From a dataset of Full USPTO retrosynthesis dataset with 1.9M reactions from patents (1976-2016). Predict the reactants needed to synthesize the given product. (1) Given the product [Br:30][CH2:31][CH2:32][O:26][C:23]1[CH:24]=[CH:25][C:20]([CH2:19][C:18]2[C:17]3[C:12](=[CH:13][C:14]([O:27][CH3:28])=[CH:15][CH:16]=3)[O:11][C:10](=[O:29])[C:9]=2[C:3]2[CH:4]=[CH:5][C:6]([Cl:8])=[CH:7][C:2]=2[Cl:1])=[CH:21][CH:22]=1, predict the reactants needed to synthesize it. The reactants are: [Cl:1][C:2]1[CH:7]=[C:6]([Cl:8])[CH:5]=[CH:4][C:3]=1[C:9]1[C:10](=[O:29])[O:11][C:12]2[C:17]([C:18]=1[CH2:19][C:20]1[CH:25]=[CH:24][C:23]([OH:26])=[CH:22][CH:21]=1)=[CH:16][CH:15]=[C:14]([O:27][CH3:28])[CH:13]=2.[Br:30][CH2:31][CH2:32]Br.C([O-])([O-])=O.[K+].[K+].C(Cl)Cl.O. (2) Given the product [CH:41]1([CH2:45][O:44][C:37]2[CH:38]=[CH:39][C:34]3[CH:40]=[C:11]([C@H:13]4[CH2:14][CH2:15][C@H:16]([O:19][CH2:20][C:21](=[O:22])[CH3:31])[CH2:17][CH2:18]4)[O:12][C:35]=3[CH:36]=2)[CH2:42][CH2:43]1, predict the reactants needed to synthesize it. The reactants are: C1(COC2C=CC3C=[C:11]([C@H:13]4[CH2:18][CH2:17][C@H:16]([O:19][CH2:20][C:21](N5CCOCC5)=[O:22])[CH2:15][CH2:14]4)[O:12]C=3C=2)CC1.[CH3:31][Mg]Br.[C:34]1([CH3:40])[CH:39]=[CH:38][CH:37]=[CH:36][CH:35]=1.[CH2:41]1[CH2:45][O:44][CH2:43][CH2:42]1. (3) Given the product [CH2:1]([O:3][C:4](=[O:12])[CH:5]([CH:6]1[CH2:11][CH2:10][O:9][CH2:8][CH2:7]1)[CH3:14])[CH3:2], predict the reactants needed to synthesize it. The reactants are: [CH2:1]([O:3][C:4](=[O:12])[CH2:5][CH:6]1[CH2:11][CH2:10][O:9][CH2:8][CH2:7]1)[CH3:2].[Li+].[CH3:14]C([N-]C(C)C)C.CN(P(N(C)C)(N(C)C)=O)C.CI.Cl. (4) Given the product [CH2:36]([O:35][C:2]1[N:7]=[CH:6][C:5]([C:8]([NH:10][CH:11]2[CH2:16][CH2:15][C:14](=[CH:17][C:18]3[CH:23]=[CH:22][CH:21]=[C:20]([O:24][C:25]4[CH:30]=[CH:29][C:28]([C:31]([F:34])([F:33])[F:32])=[CH:27][N:26]=4)[CH:19]=3)[CH2:13][CH2:12]2)=[O:9])=[CH:4][CH:3]=1)[CH3:37], predict the reactants needed to synthesize it. The reactants are: Cl[C:2]1[N:7]=[CH:6][C:5]([C:8]([NH:10][CH:11]2[CH2:16][CH2:15][C:14](=[CH:17][C:18]3[CH:23]=[CH:22][CH:21]=[C:20]([O:24][C:25]4[CH:30]=[CH:29][C:28]([C:31]([F:34])([F:33])[F:32])=[CH:27][N:26]=4)[CH:19]=3)[CH2:13][CH2:12]2)=[O:9])=[CH:4][CH:3]=1.[O-:35][CH2:36][CH3:37].[Na+]. (5) Given the product [Cl:1][C:2]1[C:7]([I:15])=[C:6]([NH2:8])[CH:5]=[CH:4][N:3]=1, predict the reactants needed to synthesize it. The reactants are: [Cl:1][C:2]1[CH:7]=[C:6]([NH2:8])[CH:5]=[CH:4][N:3]=1.C(=O)([O-])[O-].[Na+].[Na+].[I-:15].[K+].II.[OH-].[Na+].S([O-])([O-])(=O)=S.[Na+].[Na+]. (6) Given the product [NH:10]1[C:11]2[C:16](=[CH:15][CH:14]=[CH:13][CH:12]=2)[C:8]([N:2]2[CH2:7][CH2:6][N:5]([CH2:18][CH2:19][C:20]3[CH:21]=[C:22]4[C:27](=[CH:28][CH:29]=3)[NH:26][C:25](=[O:30])[C:24]([CH3:31])=[C:23]4[CH3:32])[CH2:4][CH2:3]2)=[N:9]1, predict the reactants needed to synthesize it. The reactants are: Cl.[N:2]1([C:8]2[C:16]3[C:11](=[CH:12][CH:13]=[CH:14][CH:15]=3)[NH:10][N:9]=2)[CH2:7][CH2:6][NH:5][CH2:4][CH2:3]1.Cl[CH2:18][CH2:19][C:20]1[CH:21]=[C:22]2[C:27](=[CH:28][CH:29]=1)[NH:26][C:25](=[O:30])[C:24]([CH3:31])=[C:23]2[CH3:32].